Dataset: Reaction yield outcomes from USPTO patents with 853,638 reactions. Task: Predict the reaction yield, written as a fraction of the theoretical maximum amount of product (1.0 means a 100% yield; for example, 0.34 means a 34% yield). (1) The reactants are O.O.[Sn](Cl)Cl.Cl.[F:7][C:8]1[CH:24]=[CH:23][C:11]([C:12]([C:14]2[CH:19]=[CH:18][C:17]([N+:20]([O-])=O)=[CH:16][CH:15]=2)=[O:13])=[CH:10][CH:9]=1. The catalyst is COCCOC.CCO. The product is [NH2:20][C:17]1[CH:18]=[CH:19][C:14]([C:12](=[O:13])[C:11]2[CH:23]=[CH:24][C:8]([F:7])=[CH:9][CH:10]=2)=[CH:15][CH:16]=1. The yield is 0.830. (2) The reactants are O.OO.[O:4]1CCCC1.[F:9][C:10]1[C:15]([CH3:16])=[CH:14][C:13](B(O)O)=[CH:12][N:11]=1. The catalyst is O. The product is [F:9][C:10]1[N:11]=[CH:12][C:13]([OH:4])=[CH:14][C:15]=1[CH3:16]. The yield is 0.960. (3) The reactants are [CH3:1][C:2]1([CH3:37])[CH:7]2[CH2:8][CH:3]1[CH2:4][CH2:5][CH:6]2[NH:9][S:10]([C:13]1[CH:36]=[CH:35][C:16]([CH2:17][CH2:18][C:19]2([NH:27]C(=O)OC(C)(C)C)[CH2:24][O:23]C(C)(C)[O:21][CH2:20]2)=[CH:15][CH:14]=1)(=[O:12])=[O:11].C(OC(=O)NC1(CCC2C=CC(S(N3C4C(=CC=C(OC)C=4)C(C(=O)C4C=C(OC)C(OC)=C(OC)C=4)=C3)(=O)=O)=CC=2)COC(C)(C)OC1)(C)(C)C. No catalyst specified. The product is [NH2:27][C:19]([CH2:20][OH:21])([CH2:24][OH:23])[CH2:18][CH2:17][C:16]1[CH:35]=[CH:36][C:13]([S:10]([NH:9][CH:6]2[CH2:5][CH2:4][CH:3]3[CH2:8][CH:7]2[C:2]3([CH3:37])[CH3:1])(=[O:12])=[O:11])=[CH:14][CH:15]=1. The yield is 0.800. (4) The reactants are [N+:1]([C:4]1[CH:9]=[CH:8][C:7]([CH2:10][CH2:11][CH2:12][CH2:13][OH:14])=[CH:6][CH:5]=1)([O-:3])=[O:2].C(N(CC)CC)C.[CH3:22][S:23](Cl)(=[O:25])=[O:24]. The catalyst is C(Cl)Cl. The product is [CH3:22][S:23]([O:14][CH2:13][CH2:12][CH2:11][CH2:10][C:7]1[CH:6]=[CH:5][C:4]([N+:1]([O-:3])=[O:2])=[CH:9][CH:8]=1)(=[O:25])=[O:24]. The yield is 0.980. (5) The reactants are [CH2:1]([O:3][CH:4](OCC)[C:5]([O:7][CH2:8][CH3:9])=[O:6])[CH3:2].C([Cl:16])(=O)C.II. No catalyst specified. The product is [Cl:16][CH2:2][CH2:1][O:3][CH2:4][C:5]([O:7][CH2:8][CH3:9])=[O:6]. The yield is 0.600. (6) The reactants are [C:1]([O:5][C@@H:6]([C@H:8]1[CH2:12][O:11][C:10](=[O:13])[N:9]1[C:14]1[CH:19]=[C:18]([CH:20]([F:22])[F:21])[N:17]=[C:16](S(C)(=O)=O)[N:15]=1)[CH3:7])([CH3:4])([CH3:3])[CH3:2].[Cl:27][C:28]1[CH:33]=[CH:32][C:31]([C:34]2[N:38]=[C:37]([C@@H:39]([NH2:41])[CH3:40])[O:36][N:35]=2)=[CH:30][CH:29]=1.C(N(C(C)C)C(C)C)C. The catalyst is CS(C)=O.C(Cl)Cl.O. The product is [C:1]([O:5][C@@H:6]([C@H:8]1[CH2:12][O:11][C:10](=[O:13])[N:9]1[C:14]1[CH:19]=[C:18]([CH:20]([F:22])[F:21])[N:17]=[C:16]([NH:41][C@H:39]([C:37]2[O:36][N:35]=[C:34]([C:31]3[CH:32]=[CH:33][C:28]([Cl:27])=[CH:29][CH:30]=3)[N:38]=2)[CH3:40])[N:15]=1)[CH3:7])([CH3:4])([CH3:3])[CH3:2]. The yield is 0.370.